From a dataset of Full USPTO retrosynthesis dataset with 1.9M reactions from patents (1976-2016). Predict the reactants needed to synthesize the given product. (1) Given the product [CH2:12]([N:14]([CH2:18][CH3:19])[C:15]([S:16][CH2:21][C:6]1([CH:5]=[CH:4][CH:3]=[CH:11][CH2:10]1)[C:7]([OH:9])=[O:8])=[S:17])[CH3:13], predict the reactants needed to synthesize it. The reactants are: ClC[C:3]1[CH:11]=[CH:10][C:6]([C:7]([OH:9])=[O:8])=[CH:5][CH:4]=1.[CH2:12]([N:14]([CH2:18][CH3:19])[C:15](=[S:17])[SH:16])[CH3:13].[Na].[C:21](=O)(O)N. (2) Given the product [F:17][C:12]1[CH:13]=[CH:14][CH:15]=[C:16]2[C:11]=1[C:10]([NH2:18])=[N:9][C:8]2([C:4]1[CH:3]=[CH:2][CH:7]=[C:6]([C:34]2[CH:39]=[N:38][CH:37]=[CH:36][N:35]=2)[CH:5]=1)[C:19]1[CH:24]=[CH:23][N:22]=[C:21]([C:25]([F:26])([F:27])[F:28])[CH:20]=1, predict the reactants needed to synthesize it. The reactants are: Br[C:2]1[CH:3]=[C:4]([C:8]2([C:19]3[CH:24]=[CH:23][N:22]=[C:21]([C:25]([F:28])([F:27])[F:26])[CH:20]=3)[C:16]3[C:11](=[C:12]([F:17])[CH:13]=[CH:14][CH:15]=3)[C:10]([NH2:18])=[N:9]2)[CH:5]=[CH:6][CH:7]=1.C([Sn](CCCC)(CCCC)[C:34]1[CH:39]=[N:38][CH:37]=[CH:36][N:35]=1)CCC. (3) Given the product [CH3:49][O:48][C:46]([C:43]1[CH:42]=[CH:41][C:40]([CH2:39][CH:26](/[CH:25]=[CH:24]/[C:19]2[CH:20]=[CH:21][CH:22]=[CH:23][C:18]=2[O:17][CH2:16][CH2:15][CH2:14][CH2:13][CH2:12][N:4]2[CH2:5][CH2:6][O:7][CH:2]([CH3:1])[C:3]2=[O:8])[CH2:27][CH2:28][C:29]2[CH:38]=[CH:37][C:32]([C:33]([O:35][CH3:36])=[O:34])=[CH:31][CH:30]=2)=[CH:45][CH:44]=1)=[O:47], predict the reactants needed to synthesize it. The reactants are: [CH3:1][CH:2]1[O:7][CH2:6][CH2:5][NH:4][C:3]1=[O:8].[H-].[Na+].Cl[CH2:12][CH2:13][CH2:14][CH2:15][CH2:16][O:17][C:18]1[CH:23]=[CH:22][CH:21]=[CH:20][C:19]=1/[CH:24]=[CH:25]/[CH:26]([CH2:39][C:40]1[CH:45]=[CH:44][C:43]([C:46]([O:48][CH3:49])=[O:47])=[CH:42][CH:41]=1)[CH2:27][CH2:28][C:29]1[CH:38]=[CH:37][C:32]([C:33]([O:35][CH3:36])=[O:34])=[CH:31][CH:30]=1.[Cl-].[NH4+]. (4) Given the product [O:24]=[S:16]1(=[O:25])[C:17]2[CH:23]=[CH:22][CH:21]=[CH:20][C:18]=2[CH2:19][N:13]([C:4]2[CH:3]=[C:2]([NH:32][C@H:29]3[CH2:30][CH2:31][C@@H:26]([NH2:33])[CH2:27][CH2:28]3)[C:11]3[C:6](=[CH:7][CH:8]=[C:9]([CH3:12])[CH:10]=3)[N:5]=2)[CH2:14][CH2:15]1, predict the reactants needed to synthesize it. The reactants are: Cl[C:2]1[C:11]2[C:6](=[CH:7][CH:8]=[C:9]([CH3:12])[CH:10]=2)[N:5]=[C:4]([N:13]2[CH2:19][C:18]3[CH:20]=[CH:21][CH:22]=[CH:23][C:17]=3[S:16](=[O:25])(=[O:24])[CH2:15][CH2:14]2)[CH:3]=1.[C@H:26]1([NH2:33])[CH2:31][CH2:30][C@@H:29]([NH2:32])[CH2:28][CH2:27]1. (5) Given the product [C:15]([O:14][C:12]([N:8]1[C@H:7]([C:19](=[O:31])[NH:20][C@H:21]2[C:30]3[C:25](=[CH:26][CH:27]=[CH:28][CH:29]=3)[CH2:24][CH2:23][CH2:22]2)[CH2:6][C:5]2[C:10](=[CH:11][C:2]([O:1][C@@H:52]3[CH2:56][N:55]([C:57]([O:59][C:60]([CH3:63])([CH3:62])[CH3:61])=[O:58])[C@H:54]([C:64]([O:66][CH3:67])=[O:65])[CH2:53]3)=[CH:3][CH:4]=2)[CH2:9]1)=[O:13])([CH3:16])([CH3:17])[CH3:18], predict the reactants needed to synthesize it. The reactants are: [OH:1][C:2]1[CH:11]=[C:10]2[C:5]([CH2:6][C@@H:7]([C:19](=[O:31])[NH:20][C@H:21]3[C:30]4[C:25](=[CH:26][CH:27]=[CH:28][CH:29]=4)[CH2:24][CH2:23][CH2:22]3)[N:8]([C:12]([O:14][C:15]([CH3:18])([CH3:17])[CH3:16])=[O:13])[CH2:9]2)=[CH:4][CH:3]=1.C1C=CC(P(C2C=CC=CC=2)C2C=CC=CC=2)=CC=1.O[C@H:52]1[CH2:56][N:55]([C:57]([O:59][C:60]([CH3:63])([CH3:62])[CH3:61])=[O:58])[C@H:54]([C:64]([O:66][CH3:67])=[O:65])[CH2:53]1.C1CCN(C(N=NC(N2CCCCC2)=O)=O)CC1. (6) Given the product [CH3:1][NH:2][C:3]([C:5]1[CH:10]=[C:9]([O:11][C:12]2[CH:17]=[CH:16][CH:15]=[C:14]([NH2:19])[CH:13]=2)[CH:8]=[CH:7][N:6]=1)=[O:4], predict the reactants needed to synthesize it. The reactants are: [CH3:1][NH:2][C:3]([C:5]1[CH:10]=[C:9]([O:11][C:12]2[CH:17]=[CH:16][C:15](N)=[CH:14][CH:13]=2)[CH:8]=[CH:7][N:6]=1)=[O:4].[NH2:19]C1C=CC(O)=CC=1. (7) Given the product [Br:7][C:6]1[C:2]([C:21]2[CH:22]=[CH:23][C:18]([O:17][CH2:15][CH3:16])=[CH:19][CH:20]=2)=[N:3][S:4][C:5]=1[NH:8][C:9]([C@@H:11]1[CH2:13][C@H:12]1[CH3:14])=[O:10], predict the reactants needed to synthesize it. The reactants are: Br[C:2]1[C:6]([Br:7])=[C:5]([NH:8][C:9]([C@@H:11]2[CH2:13][C@H:12]2[CH3:14])=[O:10])[S:4][N:3]=1.[CH2:15]([O:17][C:18]1[CH:23]=[CH:22][C:21](B(O)O)=[CH:20][CH:19]=1)[CH3:16].CN(C=O)C.C(=O)([O-])[O-].[Na+].[Na+].